Regression. Given two drug SMILES strings and cell line genomic features, predict the synergy score measuring deviation from expected non-interaction effect. From a dataset of NCI-60 drug combinations with 297,098 pairs across 59 cell lines. (1) Cell line: K-562. Synergy scores: CSS=-6.08, Synergy_ZIP=10.2, Synergy_Bliss=8.92, Synergy_Loewe=-3.53, Synergy_HSA=-4.64. Drug 2: C1C(C(OC1N2C=NC3=C2NC=NCC3O)CO)O. Drug 1: COC1=NC(=NC2=C1N=CN2C3C(C(C(O3)CO)O)O)N. (2) Drug 1: C1CC(=O)NC(=O)C1N2C(=O)C3=CC=CC=C3C2=O. Drug 2: C(CN)CNCCSP(=O)(O)O. Cell line: SK-OV-3. Synergy scores: CSS=2.24, Synergy_ZIP=-1.02, Synergy_Bliss=-2.38, Synergy_Loewe=-2.87, Synergy_HSA=-1.94. (3) Drug 1: CCC1=C2CN3C(=CC4=C(C3=O)COC(=O)C4(CC)O)C2=NC5=C1C=C(C=C5)O. Drug 2: C#CCC(CC1=CN=C2C(=N1)C(=NC(=N2)N)N)C3=CC=C(C=C3)C(=O)NC(CCC(=O)O)C(=O)O. Cell line: EKVX. Synergy scores: CSS=1.93, Synergy_ZIP=-1.67, Synergy_Bliss=-1.95, Synergy_Loewe=0.887, Synergy_HSA=-0.132.